This data is from Catalyst prediction with 721,799 reactions and 888 catalyst types from USPTO. The task is: Predict which catalyst facilitates the given reaction. (1) Reactant: [CH3:1][C@H:2]1[CH2:7][CH2:6][C@H:5]([C:8]([N:10]([CH2:26][C:27]([N:29]2[CH2:34][CH2:33][O:32][CH2:31][CH2:30]2)=[O:28])[C:11]2[CH:15]=[C:14]([C:16]#[C:17][CH2:18][CH:19]([CH3:21])[CH3:20])[S:13][C:12]=2[C:22]([O:24]C)=[O:23])=[O:9])[CH2:4][CH2:3]1.O[Li].O.Cl. Product: [CH3:1][C@H:2]1[CH2:3][CH2:4][C@H:5]([C:8]([N:10]([CH2:26][C:27]([N:29]2[CH2:30][CH2:31][O:32][CH2:33][CH2:34]2)=[O:28])[C:11]2[CH:15]=[C:14]([C:16]#[C:17][CH2:18][CH:19]([CH3:20])[CH3:21])[S:13][C:12]=2[C:22]([OH:24])=[O:23])=[O:9])[CH2:6][CH2:7]1. The catalyst class is: 20. (2) Reactant: COP(OC)OC.II.[I:10][C:11]1[CH:16]=[CH:15][C:14]([C@H:17]([N:19]2[C:23]([C:24]([OH:26])=O)=[CH:22][N:21]=[CH:20]2)[CH3:18])=[CH:13][CH:12]=1.C([N:29]([CH2:32][CH3:33])[CH2:30]C)C.[NH:34]1CCC1. Product: [N:29]1([NH:34][C:24]([C:23]2[N:19]([C@@H:17]([C:14]3[CH:13]=[CH:12][C:11]([I:10])=[CH:16][CH:15]=3)[CH3:18])[CH:20]=[N:21][CH:22]=2)=[O:26])[CH2:30][CH2:33][CH2:32]1. The catalyst class is: 366. (3) Reactant: Cl[C:2]1[CH:7]=[CH:6][N:5]2[N:8]=[CH:9][C:10]([C:11]([O:13][CH2:14][CH3:15])=[O:12])=[C:4]2[N:3]=1.[F:16][C:17]1[CH:18]=[C:19]([CH:25]2[CH2:29][CH2:28][CH2:27][NH:26]2)[C:20]([O:23][CH3:24])=[N:21][CH:22]=1.[F-].[K+]. Product: [F:16][C:17]1[CH:18]=[C:19]([CH:25]2[CH2:29][CH2:28][CH2:27][N:26]2[C:2]2[CH:7]=[CH:6][N:5]3[N:8]=[CH:9][C:10]([C:11]([O:13][CH2:14][CH3:15])=[O:12])=[C:4]3[N:3]=2)[C:20]([O:23][CH3:24])=[N:21][CH:22]=1. The catalyst class is: 16. (4) Reactant: [CH2:1]([C@H:8]([NH:39][C:40](=[O:46])[O:41][C:42]([CH3:45])([CH3:44])[CH3:43])[C@@H:9]([O:31][Si:32]([C:35]([CH3:38])([CH3:37])[CH3:36])([CH3:34])[CH3:33])[CH2:10][C@@H:11]([NH:20][C:21]([O:23][CH2:24][C:25]1[CH:30]=[CH:29][CH:28]=[CH:27][CH:26]=1)=[O:22])[CH2:12][C:13]1[CH:18]=[CH:17][C:16](Br)=[CH:15][CH:14]=1)[C:2]1[CH:7]=[CH:6][CH:5]=[CH:4][CH:3]=1.[Cl-].[Li+].C([Sn](CCCC)(CCCC)[C:54]1[CH:55]=[N:56][CH:57]=[CH:58][CH:59]=1)CCC. Product: [CH2:1]([C@H:8]([NH:39][C:40](=[O:46])[O:41][C:42]([CH3:45])([CH3:44])[CH3:43])[C@@H:9]([O:31][Si:32]([C:35]([CH3:38])([CH3:37])[CH3:36])([CH3:34])[CH3:33])[CH2:10][C@@H:11]([NH:20][C:21]([O:23][CH2:24][C:25]1[CH:30]=[CH:29][CH:28]=[CH:27][CH:26]=1)=[O:22])[CH2:12][C:13]1[CH:18]=[CH:17][C:16]([C:54]2[CH:55]=[N:56][CH:57]=[CH:58][CH:59]=2)=[CH:15][CH:14]=1)[C:2]1[CH:7]=[CH:6][CH:5]=[CH:4][CH:3]=1. The catalyst class is: 558. (5) Reactant: [Mg].II.[Cl:4][C:5]1[CH:10]=[CH:9][C:8]([CH3:11])=[C:7](I)[CH:6]=1.[N:13]1[C:20]([Cl:21])=[N:19][C:17](Cl)=[N:16][C:14]=1[Cl:15]. Product: [Cl:15][C:14]1[N:13]=[C:20]([Cl:21])[N:19]=[C:17]([C:7]2[CH:6]=[C:5]([Cl:4])[CH:10]=[CH:9][C:8]=2[CH3:11])[N:16]=1. The catalyst class is: 7. (6) Reactant: [CH2:1]([O:8][CH:9]1[CH2:14][CH2:13][N:12]([CH2:15][CH2:16][CH2:17][C:18](OCC)=[O:19])[CH2:11][CH2:10]1)[C:2]1[CH:7]=[CH:6][CH:5]=[CH:4][CH:3]=1.O. Product: [CH2:1]([O:8][CH:9]1[CH2:14][CH2:13][N:12]([CH2:15][CH2:16][CH2:17][CH2:18][OH:19])[CH2:11][CH2:10]1)[C:2]1[CH:3]=[CH:4][CH:5]=[CH:6][CH:7]=1. The catalyst class is: 28.